From a dataset of Aqueous solubility values for 9,982 compounds from the AqSolDB database. Regression/Classification. Given a drug SMILES string, predict its absorption, distribution, metabolism, or excretion properties. Task type varies by dataset: regression for continuous measurements (e.g., permeability, clearance, half-life) or binary classification for categorical outcomes (e.g., BBB penetration, CYP inhibition). For this dataset (solubility_aqsoldb), we predict Y. (1) The molecule is NCCCCC(NC(=O)c1ccccc1)C(=O)O. The Y is -2.28 log mol/L. (2) The compound is Clc1ccc(Oc2ccccc2Cl)cc1Cl. The Y is -5.20 log mol/L. (3) The drug is CCOP(=O)(OCC)C(Cl)(Cl)Cl. The Y is -1.75 log mol/L.